From a dataset of NCI-60 drug combinations with 297,098 pairs across 59 cell lines. Regression. Given two drug SMILES strings and cell line genomic features, predict the synergy score measuring deviation from expected non-interaction effect. (1) Drug 1: CC1=C2C(C(=O)C3(C(CC4C(C3C(C(C2(C)C)(CC1OC(=O)C(C(C5=CC=CC=C5)NC(=O)OC(C)(C)C)O)O)OC(=O)C6=CC=CC=C6)(CO4)OC(=O)C)O)C)O. Drug 2: CC1=C(C(=CC=C1)Cl)NC(=O)C2=CN=C(S2)NC3=CC(=NC(=N3)C)N4CCN(CC4)CCO. Cell line: SR. Synergy scores: CSS=2.70, Synergy_ZIP=-1.29, Synergy_Bliss=-3.70, Synergy_Loewe=-4.09, Synergy_HSA=-5.79. (2) Drug 1: C1=CC(=CC=C1CC(C(=O)O)N)N(CCCl)CCCl.Cl. Drug 2: CC(C)CN1C=NC2=C1C3=CC=CC=C3N=C2N. Cell line: TK-10. Synergy scores: CSS=5.07, Synergy_ZIP=0.0555, Synergy_Bliss=0.794, Synergy_Loewe=-2.49, Synergy_HSA=-3.10. (3) Drug 1: C1=CN(C=N1)CC(O)(P(=O)(O)O)P(=O)(O)O. Drug 2: C1CC(=O)NC(=O)C1N2C(=O)C3=CC=CC=C3C2=O. Cell line: OVCAR3. Synergy scores: CSS=-2.63, Synergy_ZIP=4.79, Synergy_Bliss=6.89, Synergy_Loewe=1.49, Synergy_HSA=2.10. (4) Drug 1: C1=CC(=CC=C1CCC2=CNC3=C2C(=O)NC(=N3)N)C(=O)NC(CCC(=O)O)C(=O)O. Cell line: OVCAR3. Drug 2: C1=NC2=C(N1)C(=S)N=CN2. Synergy scores: CSS=28.5, Synergy_ZIP=-16.8, Synergy_Bliss=-25.8, Synergy_Loewe=-22.0, Synergy_HSA=-18.8. (5) Drug 1: CS(=O)(=O)CCNCC1=CC=C(O1)C2=CC3=C(C=C2)N=CN=C3NC4=CC(=C(C=C4)OCC5=CC(=CC=C5)F)Cl. Drug 2: B(C(CC(C)C)NC(=O)C(CC1=CC=CC=C1)NC(=O)C2=NC=CN=C2)(O)O. Cell line: OVCAR3. Synergy scores: CSS=52.4, Synergy_ZIP=-1.55, Synergy_Bliss=-0.763, Synergy_Loewe=-11.3, Synergy_HSA=-0.275.